This data is from Reaction yield outcomes from USPTO patents with 853,638 reactions. The task is: Predict the reaction yield, written as a fraction of the theoretical maximum amount of product (1.0 means a 100% yield; for example, 0.34 means a 34% yield). (1) The reactants are [OH-].[K+].[CH2:3]([CH:10]1[CH2:15][CH2:14][N:13]([C:16]2[C:21]([C:22]3[CH:27]=[CH:26][C:25]([O:28][CH2:29][CH2:30][C:31]4[CH:36]=[CH:35][C:34]([F:37])=[CH:33][CH:32]=4)=[CH:24][CH:23]=3)=[C:20]([CH3:38])[N:19]=[C:18]([CH3:39])[C:17]=2[C@H:40]([O:47][C:48]([CH3:51])([CH3:50])[CH3:49])[C:41]([O:43]C(C)C)=[O:42])[CH2:12][CH2:11]1)[C:4]1[CH:9]=[CH:8][CH:7]=[CH:6][CH:5]=1.Cl. The catalyst is C(O)C. The product is [CH2:3]([CH:10]1[CH2:11][CH2:12][N:13]([C:16]2[C:21]([C:22]3[CH:27]=[CH:26][C:25]([O:28][CH2:29][CH2:30][C:31]4[CH:36]=[CH:35][C:34]([F:37])=[CH:33][CH:32]=4)=[CH:24][CH:23]=3)=[C:20]([CH3:38])[N:19]=[C:18]([CH3:39])[C:17]=2[C@H:40]([O:47][C:48]([CH3:51])([CH3:50])[CH3:49])[C:41]([OH:43])=[O:42])[CH2:14][CH2:15]1)[C:4]1[CH:9]=[CH:8][CH:7]=[CH:6][CH:5]=1. The yield is 0.250. (2) The reactants are C([N:4]1[CH:9]([CH3:10])[CH2:8][N:7]([C:11]2[CH:16]=[CH:15][C:14]([C:17]3[NH:26][C:25](=[O:27])[C:24]4[C:19](=[CH:20][C:21]([O:30][CH3:31])=[CH:22][C:23]=4[O:28][CH3:29])[N:18]=3)=[CH:13][CH:12]=2)[CH2:6][CH:5]1[CH3:32])(=O)C.[OH-].[Na+]. The catalyst is Cl. The product is [CH3:10][C@H:9]1[NH:4][C@@H:5]([CH3:32])[CH2:6][N:7]([C:11]2[CH:16]=[CH:15][C:14]([C:17]3[NH:26][C:25](=[O:27])[C:24]4[C:19](=[CH:20][C:21]([O:30][CH3:31])=[CH:22][C:23]=4[O:28][CH3:29])[N:18]=3)=[CH:13][CH:12]=2)[CH2:8]1. The yield is 0.300. (3) The product is [Br:1][C:2]1[C:3]([N:29]2[CH2:34][CH2:33][CH2:32][C@@H:31]([NH:35][C:36](=[O:42])[O:37][C:38]([CH3:40])([CH3:39])[CH3:41])[CH2:30]2)=[C:4]2[C:10]([NH:11][C:12]([C:14]3[CH:15]=[N:16][N:17]([CH2:19][C:20]4[CH:25]=[CH:24][C:23]([O:26][CH3:27])=[CH:22][CH:21]=4)[CH:18]=3)=[O:13])=[CH:9][NH:8][C:5]2=[N:6][CH:7]=1. The reactants are [Br:1][C:2]1[C:3](F)=[C:4]2[C:10]([NH:11][C:12]([C:14]3[CH:15]=[N:16][N:17]([CH2:19][C:20]4[CH:25]=[CH:24][C:23]([O:26][CH3:27])=[CH:22][CH:21]=4)[CH:18]=3)=[O:13])=[CH:9][NH:8][C:5]2=[N:6][CH:7]=1.[NH:29]1[CH2:34][CH2:33][CH2:32][C@@H:31]([NH:35][C:36](=[O:42])[O:37][C:38]([CH3:41])([CH3:40])[CH3:39])[CH2:30]1. The yield is 0.180. The catalyst is CCCCO. (4) The reactants are CS(C)=O.O.[CH3:6][CH2:7][N:8]([CH2:11][CH2:12][NH:13][C:14]([C:16]1[C:17]([CH3:34])=[C:18](/[CH:22]=[C:23]2/[C:24]3[CH:25]=[C:26]([F:33])[CH:27]=[CH:28][C:29]=3[NH:30][C:31]/2=[O:32])[NH:19][C:20]=1[CH3:21])=[O:15])[CH2:9][CH3:10].C(C(O)=O)[C@H](O)C(O)=O. The catalyst is CC(CC(C)=O)C. The product is [CH3:6][CH2:7][N:8]([CH2:11][CH2:12][NH:13][C:14]([C:16]1[C:17]([CH3:34])=[C:18](/[CH:22]=[C:23]2/[C:24]3[CH:25]=[C:26]([F:33])[CH:27]=[CH:28][C:29]=3[NH:30][C:31]/2=[O:32])[NH:19][C:20]=1[CH3:21])=[O:15])[CH2:9][CH3:10]. The yield is 0.740.